This data is from Reaction yield outcomes from USPTO patents with 853,638 reactions. The task is: Predict the reaction yield, written as a fraction of the theoretical maximum amount of product (1.0 means a 100% yield; for example, 0.34 means a 34% yield). (1) The reactants are [Br:1][C:2]1[CH:9]=[CH:8][C:5]([C:6]#[N:7])=[C:4]([F:10])[C:3]=1[CH3:11].C(O)(C(F)(F)F)=[O:13].S(=O)(=O)(O)O. The catalyst is O. The product is [Br:1][C:2]1[CH:9]=[CH:8][C:5]([C:6]([NH2:7])=[O:13])=[C:4]([F:10])[C:3]=1[CH3:11]. The yield is 0.940. (2) The reactants are Cl.[Br:2][C:3]1[CH:8]=[CH:7][C:6]([NH:9][C@H:10]2[CH2:14][NH:13][CH2:12][C@@H:11]2[OH:15])=[C:5]([N+:16]([O-:18])=[O:17])[CH:4]=1.[C:19](O[BH-](OC(=O)C)OC(=O)C)(=O)C.[Na+].C=O.C(=O)(O)[O-].[Na+]. The catalyst is C(#N)C. The product is [Br:2][C:3]1[CH:8]=[CH:7][C:6]([NH:9][C@H:10]2[CH2:14][N:13]([CH3:19])[CH2:12][C@@H:11]2[OH:15])=[C:5]([N+:16]([O-:18])=[O:17])[CH:4]=1. The yield is 0.980. (3) The reactants are [C:1]([O:5][C:6](=[O:17])[NH:7][C:8]1[CH:13]=[CH:12][C:11]([CH2:14][CH2:15][OH:16])=[CH:10][CH:9]=1)([CH3:4])([CH3:3])[CH3:2].[CH2:18]([O:20][CH:21]([CH2:27][C:28]1[CH:33]=[CH:32][C:31](O)=[CH:30][CH:29]=1)[C:22]([O:24][CH2:25][CH3:26])=[O:23])[CH3:19].N(C(N1CCCCC1)=O)=NC(N1CCCCC1)=O.C1(P(C2C=CC=CC=2)C2C=CC=CC=2)C=CC=CC=1. The catalyst is ClCCl. The product is [C:1]([O:5][C:6]([NH:7][C:8]1[CH:9]=[CH:10][C:11]([CH2:14][CH2:15][O:16][C:31]2[CH:30]=[CH:29][C:28]([CH2:27][CH:21]([O:20][CH2:18][CH3:19])[C:22]([O:24][CH2:25][CH3:26])=[O:23])=[CH:33][CH:32]=2)=[CH:12][CH:13]=1)=[O:17])([CH3:4])([CH3:2])[CH3:3]. The yield is 0.890.